Binary Classification. Given a miRNA mature sequence and a target amino acid sequence, predict their likelihood of interaction. From a dataset of Experimentally validated miRNA-target interactions with 360,000+ pairs, plus equal number of negative samples. (1) Result: 0 (no interaction). The miRNA is hsa-miR-1268a with sequence CGGGCGUGGUGGUGGGGG. The protein sequence of the target gene is MASSTSLPAPGSRPKKPLGKMADWFRQTLLKKPKKRPNSPESTSSDASQPTSQDSPLPPSLSSVTSPSLPPTHASDSGSSRWSKDYDVCVCHSEEDLVAAQDLVSYLEGSTASLRCFLQLRDATPGGAIVSELCQALSSSHCRVLLITPGFLQDPWCKYQMLQALTEAPGAEGCTIPLLSGLSRAAYPPELRFMYYVDGRGPDGGFRQVKEAVMRYLQTLS. (2) The miRNA is hsa-miR-361-3p with sequence UCCCCCAGGUGUGAUUCUGAUUU. The protein sequence of the target gene is MARHVFLTGPPGVGKTTLIHKASEVLKSSGVPVDGFYTEEVRQGGRRIGFDVVTLSGTRGPLSRVGLEPPPGKRECRVGQYVVDLTSFEQLALPVLRNADCSSGPGQRVCVIDEIGKMELFSQLFIQAVRQTLSTPGTIILGTIPVPKGKPLALVEEIRNRKDVKVFNVTKENRNHLLPDIVTCVQSSRK. Result: 0 (no interaction). (3) The miRNA is hsa-miR-574-5p with sequence UGAGUGUGUGUGUGUGAGUGUGU. The protein sequence of the target gene is MPPKFKRHLNDDDVTGSVKSERRNLLEDDSDEEEDFFLRGPSGPRFGPRNDKIKHVQNQVDEVIDVMQENITKVIERGERLDELQDKSESLSDNATAFSNRSKQLRRQMWWRGCKIKAIMALVAAILLLVIIILIVMKYRT. Result: 1 (interaction). (4) Result: 1 (interaction). The protein sequence of the target gene is MASVLSRRLGKRSLLGARVLGPSASEGPSAAPPSEPLLEGAAPQPFTTSDDTPCQEQPKEVLKAPSTSGLQQVAFQPGQKVYVWYGGQECTGLVEQHSWMEGQVTVWLLEQKLQVCCRVEEVWLAELQGPCPQAPPLEPGAQALAYRPVSRNIDVPKRKSDAVEMDEMMAAMVLTSLSCSPVVQSPPGTEANFSASRAACDPWKESGDISDSGSSTTSGHWSGSSGVSTPSPPHPQASPKYLGDAFGSPQTDHGFETDPDPFLLDEPAPRKRKNSVKVMYKCLWPNCGKVLRSIVGIKRH.... The miRNA is hsa-miR-548j-5p with sequence AAAAGUAAUUGCGGUCUUUGGU. (5) The miRNA is hsa-miR-520d-3p with sequence AAAGUGCUUCUCUUUGGUGGGU. The protein sequence of the target gene is MQALNITPEQFSRLLRDHNLTREQFIALYRLRPLVYTPELPGRAKLALVLTGVLIFALALFGNALVFYVVTRSKAMRTVTNIFICSLALSDLLITFFCIPVTMLQNISDNWLGGAFICKMVPFVQSTAVVTEILTMTCIAVERHQGLVHPFKMKWQYTNRRAFTMLGVVWLVAVIVGSPMWHVQQLEIKYDFLYEKEHICCLEEWTSPVHQKIYTTFILVILFLLPLMVMLILYSKIGYELWIKKRVGDGSVLRTIHGKEMSKIARKKKRAVIMMVTVVALFAVCWAPFHVVHMMIEYSN.... Result: 1 (interaction). (6) The miRNA is hsa-miR-6739-3p with sequence AUUGUUCUGUCUUUCUCCCAG. The protein sequence of the target gene is MDEENMTKSEEQQPLSLQKALQQCELVQNMIDLSISNLEGLRTKCATSNDLTQKEIRTLESKLVKYFSRQLSCKKKVALQERNAELDGFPQLRHWFRIVDVRKEVLEEISPGQLSLEDLLEMTDEQVCETVEKYGANREECARLNASLSCLRNVHMSGGNLSKQDWTIQWPTTETGKENNPVCPPEPTPWIRTHLSQSPRVPSKCVQHYCHTSPTPGAPVYTHVDRLTVDAYPGLCPPPPLESGHRSLPPSPRQRHAVRTPPRTPNIVTTVTPPGTPPMRKKNKLKPPGTPPPSSRKLIH.... Result: 1 (interaction). (7) The miRNA is hsa-miR-548e-3p with sequence AAAAACUGAGACUACUUUUGCA. The protein sequence of the target gene is MAVSERRGLGRGSPAEWGQRLLLVLLLGGCSGRIHQLALTGEKRADIQLNSFGFYTNGSLEVELSVLRLGLREAEEKSLLVGFSLSRVRSGRVRSYSTRDFQDCPLQKNSSSFLVLFLINTKDLQVQVRKYGEQKTLFIFPGLLPEAPSKPGLPKPQATVPRKVDGGGTSAASKPKSTPAVIQGPSGKDKDLVLGLSHLNNSYNFSFHVVIGSQAEEGQYSLNFHNCNNSVPGKEHPFDITVMIREKNPDGFLSAAEMPLFKLYMVMSACFLAAGIFWVSILCRNTYSVFKIHWLMAALA.... Result: 0 (no interaction). (8) The miRNA is mmu-miR-5127 with sequence UCUCCCAACCCUUUUCCCA. The protein sequence of the target gene is MSDGTASARSSSPLDRDPAFRVITVTKETGLGLKILGGINRNEGPLVYIHEVIPGGDCYKDGRLKPGDQLVSINKESMIGVSFEEAKSIITRAKLRSESPWEIAFIRQKSYCGHPGNICCPSPQVSEDCGPQTSTFTLLSSPSETLLPKTSSTPQTQDSTFPSCKAIQTKPEHDKTEHSPITSLDNSPADTSNADIAPAWTDDDSGPQGKISLNPSVRLKAEKLEMALNYLGIQPTKEQREALREQVQADSKGTVSFGDFVQVARSLFCLQLDEVNVGVHEIPSILDSQLLPCDSLEADE.... Result: 1 (interaction). (9) The miRNA is hsa-miR-105-5p with sequence UCAAAUGCUCAGACUCCUGUGGU. The protein sequence of the target gene is MAEIIQERIEDRLPELEQLERIGLFSHAEIKAIIKKASDLEYKIQRRTLFKEDFINYVQYEINLLELIQRRRTRIGYSFKKDEIENSIVHRVQGVFQRASAKWKDDVQLWLSYVAFCKKWATKTRLSKVFSAMLAIHSNKPALWIMAAKWEMEDRLSSESARQLFLRALRFHPECPKLYKEYFRMELMHAEKLRKEKEEFEKASMDVENPDYSEEILKGELAWIIYKNSVSIIKGAEFHVSLLSIAQLFDFAKDLQKEIYDDLQALHTDDPLTWDYVARRELEIESQTEEQPTTKQAKAV.... Result: 0 (no interaction).